From a dataset of Forward reaction prediction with 1.9M reactions from USPTO patents (1976-2016). Predict the product of the given reaction. (1) The product is: [NH:3]1[CH2:4][CH2:5][N:1]=[C:2]1[CH2:6][CH:7]([C:17]1[CH:22]=[CH:21][CH:20]=[CH:19][N:18]=1)[C:8]1[C:16]2[O:15][CH2:14][CH2:13][C:12]=2[CH:11]=[C:10]([I:23])[CH:9]=1. Given the reactants [NH:1]1[CH2:5][CH2:4][N:3]=[C:2]1[CH2:6][CH:7]([C:17]1[CH:22]=[CH:21][CH:20]=[CH:19][N:18]=1)[C:8]1[C:16]2[O:15][CH2:14][CH2:13][C:12]=2[CH:11]=[CH:10][CH:9]=1.[I:23]Cl, predict the reaction product. (2) Given the reactants [Cl:1][CH2:2][CH2:3][CH2:4][O:5][C:6]1[CH:7]=[C:8]([C:12](=[O:14])[CH3:13])[CH:9]=[CH:10][CH:11]=1.[Br:15]Br.C(=O)(O)[O-].[Na+], predict the reaction product. The product is: [Br:15][CH2:13][C:12]([C:8]1[CH:9]=[CH:10][CH:11]=[C:6]([O:5][CH2:4][CH2:3][CH2:2][Cl:1])[CH:7]=1)=[O:14]. (3) The product is: [C:18]([O:17][C:15]([NH:11][C@@H:10]([CH2:22][N:34]1[C:24]([P:26]([O:30][CH2:31][CH3:32])([O:27][CH2:28][CH3:29])=[O:33])=[CH:25][N:36]=[N:35]1)[C:9]([OH:8])=[O:23])=[O:16])([CH3:19])([CH3:20])[CH3:21]. Given the reactants C([O:8][C:9](=[O:23])[C@H:10]([CH3:22])[N:11]([C:15]([O:17][C:18]([CH3:21])([CH3:20])[CH3:19])=[O:16])N=[N+]=[N-])C1C=CC=CC=1.[C:24]([P:26](=[O:33])([O:30][CH2:31][CH3:32])[O:27][CH2:28][CH3:29])#[CH:25].[N-:34]=[N+:35]=[N-:36], predict the reaction product. (4) Given the reactants [Br-].[CH2:2]([O:4][C:5](=[O:9])[CH2:6][CH2:7][Zn+])[CH3:3].Br[C:11]1[CH:16]=[CH:15][C:14]([F:17])=[CH:13][N:12]=1.C1(C)C=CC=CC=1, predict the reaction product. The product is: [CH2:2]([O:4][C:5](=[O:9])[CH2:6][CH2:7][C:11]1[CH:16]=[CH:15][C:14]([F:17])=[CH:13][N:12]=1)[CH3:3]. (5) Given the reactants [NH2:1][C@H:2]1[CH2:7][CH2:6][C@H:5]([NH2:8])[CH2:4][CH2:3]1.[Cl:9][C:10]1[N:18]=[C:17]2[C:13]([N:14]=[CH:15][N:16]2[CH:19]2[CH2:23][CH2:22][CH2:21][CH2:20]2)=[C:12]([NH:24][C:25]2[CH:30]=[CH:29][C:28]([C:31]3[CH:36]=[CH:35][CH:34]=[CH:33][CH:32]=3)=[CH:27][CH:26]=2)[N:11]=1, predict the reaction product. The product is: [ClH:9].[ClH:9].[NH2:1][C@H:2]1[CH2:7][CH2:6][C@H:5]([NH:8][C:10]2[N:18]=[C:17]3[C:13]([N:14]=[CH:15][N:16]3[CH:19]3[CH2:20][CH2:21][CH2:22][CH2:23]3)=[C:12]([NH:24][C:25]3[CH:30]=[CH:29][C:28]([C:31]4[CH:36]=[CH:35][CH:34]=[CH:33][CH:32]=4)=[CH:27][CH:26]=3)[N:11]=2)[CH2:4][CH2:3]1. (6) Given the reactants [CH3:1][NH:2][S:3]([CH2:6][CH2:7][C:8]1[CH:13]=[CH:12][C:11]([NH2:14])=[C:10](Br)[CH:9]=1)(=[O:5])=[O:4].[CH3:16][C:17]1([CH3:32])[CH2:22][CH2:21][C:20](B2OC(C)(C)C(C)(C)O2)=[CH:19][CH2:18]1.C([O-])([O-])=O.[Na+].[Na+], predict the reaction product. The product is: [CH3:1][NH:2][S:3]([CH2:6][CH2:7][C:8]1[CH:13]=[CH:12][C:11]([NH2:14])=[C:10]([C:20]2[CH2:21][CH2:22][C:17]([CH3:32])([CH3:16])[CH2:18][CH:19]=2)[CH:9]=1)(=[O:5])=[O:4]. (7) Given the reactants [CH2:1]1[CH2:6][C@H:5]([C:7]([OH:9])=[O:8])[CH2:4][CH2:3][C@H:2]1[CH2:10][NH2:11].[CH:12]1([C:18]([O:20][CH:21]([O:23][C:24](ON2C(=O)CCC2=O)=[O:25])[CH3:22])=[O:19])[CH2:17][CH2:16][CH2:15][CH2:14][CH2:13]1, predict the reaction product. The product is: [CH:12]1([C:18]([O:20][CH:21]([O:23][C:24]([NH:11][CH2:10][C@H:2]2[CH2:3][CH2:4][C@H:5]([C:7]([OH:9])=[O:8])[CH2:6][CH2:1]2)=[O:25])[CH3:22])=[O:19])[CH2:13][CH2:14][CH2:15][CH2:16][CH2:17]1. (8) Given the reactants [CH3:1][C:2]1[S:3][CH:4]=[CH:5][CH:6]=1.[Li]CCCC.[CH3:12][C:13]1([CH3:25])[C:22]2[C:17](=[CH:18][C:19]([Br:23])=[CH:20][CH:21]=2)[C:16](=O)[CH2:15][CH2:14]1, predict the reaction product. The product is: [CH3:1][C:2]1[S:3][C:4]([C:16]2[C:17]3[C:22](=[CH:21][CH:20]=[C:19]([Br:23])[CH:18]=3)[C:13]([CH3:25])([CH3:12])[CH2:14][CH:15]=2)=[CH:5][CH:6]=1.